From a dataset of Retrosynthesis with 50K atom-mapped reactions and 10 reaction types from USPTO. Predict the reactants needed to synthesize the given product. (1) Given the product N#Cc1ccc(OCCCCCCl)cc1, predict the reactants needed to synthesize it. The reactants are: ClCCCCCBr.N#Cc1ccc(O)cc1. (2) Given the product O=C(OCCCS(=O)(=O)[O-])C12CC3CC(CC(C3)C1)C2, predict the reactants needed to synthesize it. The reactants are: O=C(Cl)C12CC3CC(CC(C3)C1)C2.O=S(=O)([O-])CCCO. (3) Given the product N#Cc1cnc2ccc(C=C3SC(NCc4cccs4)=NC3=O)nc2c1, predict the reactants needed to synthesize it. The reactants are: N#Cc1cnc2ccc(C=O)nc2c1.O=C1CSC(NCc2cccs2)=N1.